From a dataset of NCI-60 drug combinations with 297,098 pairs across 59 cell lines. Regression. Given two drug SMILES strings and cell line genomic features, predict the synergy score measuring deviation from expected non-interaction effect. (1) Drug 1: CC(C1=C(C=CC(=C1Cl)F)Cl)OC2=C(N=CC(=C2)C3=CN(N=C3)C4CCNCC4)N. Drug 2: C1CCN(CC1)CCOC2=CC=C(C=C2)C(=O)C3=C(SC4=C3C=CC(=C4)O)C5=CC=C(C=C5)O. Cell line: PC-3. Synergy scores: CSS=14.5, Synergy_ZIP=0.527, Synergy_Bliss=7.82, Synergy_Loewe=7.10, Synergy_HSA=7.26. (2) Drug 1: CS(=O)(=O)C1=CC(=C(C=C1)C(=O)NC2=CC(=C(C=C2)Cl)C3=CC=CC=N3)Cl. Drug 2: CNC(=O)C1=NC=CC(=C1)OC2=CC=C(C=C2)NC(=O)NC3=CC(=C(C=C3)Cl)C(F)(F)F. Cell line: HS 578T. Synergy scores: CSS=12.5, Synergy_ZIP=-4.78, Synergy_Bliss=-2.23, Synergy_Loewe=-9.75, Synergy_HSA=-8.14. (3) Drug 1: C1=NC2=C(N=C(N=C2N1C3C(C(C(O3)CO)O)O)F)N. Drug 2: CC1C(C(CC(O1)OC2CC(OC(C2O)C)OC3=CC4=CC5=C(C(=O)C(C(C5)C(C(=O)C(C(C)O)O)OC)OC6CC(C(C(O6)C)O)OC7CC(C(C(O7)C)O)OC8CC(C(C(O8)C)O)(C)O)C(=C4C(=C3C)O)O)O)O. Cell line: KM12. Synergy scores: CSS=47.9, Synergy_ZIP=1.12, Synergy_Bliss=0.685, Synergy_Loewe=-0.924, Synergy_HSA=-1.32. (4) Drug 1: C1=CC(=CC=C1CCCC(=O)O)N(CCCl)CCCl. Drug 2: CC1=CC=C(C=C1)C2=CC(=NN2C3=CC=C(C=C3)S(=O)(=O)N)C(F)(F)F. Cell line: DU-145. Synergy scores: CSS=37.6, Synergy_ZIP=-3.77, Synergy_Bliss=-2.00, Synergy_Loewe=-2.82, Synergy_HSA=-0.747. (5) Cell line: EKVX. Synergy scores: CSS=2.70, Synergy_ZIP=-0.432, Synergy_Bliss=0.317, Synergy_Loewe=-1.35, Synergy_HSA=-1.78. Drug 2: C1CN(CCN1C(=O)CCBr)C(=O)CCBr. Drug 1: C1=CN(C=N1)CC(O)(P(=O)(O)O)P(=O)(O)O. (6) Drug 1: CC1C(C(CC(O1)OC2CC(CC3=C2C(=C4C(=C3O)C(=O)C5=C(C4=O)C(=CC=C5)OC)O)(C(=O)CO)O)N)O.Cl. Drug 2: CN(CC1=CN=C2C(=N1)C(=NC(=N2)N)N)C3=CC=C(C=C3)C(=O)NC(CCC(=O)O)C(=O)O. Cell line: COLO 205. Synergy scores: CSS=23.4, Synergy_ZIP=-2.16, Synergy_Bliss=-2.41, Synergy_Loewe=-3.58, Synergy_HSA=-0.0758. (7) Drug 1: CC1C(C(=O)NC(C(=O)N2CCCC2C(=O)N(CC(=O)N(C(C(=O)O1)C(C)C)C)C)C(C)C)NC(=O)C3=C4C(=C(C=C3)C)OC5=C(C(=O)C(=C(C5=N4)C(=O)NC6C(OC(=O)C(N(C(=O)CN(C(=O)C7CCCN7C(=O)C(NC6=O)C(C)C)C)C)C(C)C)C)N)C. Drug 2: CC1=CC=C(C=C1)C2=CC(=NN2C3=CC=C(C=C3)S(=O)(=O)N)C(F)(F)F. Cell line: IGROV1. Synergy scores: CSS=3.78, Synergy_ZIP=0.133, Synergy_Bliss=3.58, Synergy_Loewe=-3.19, Synergy_HSA=2.92.